This data is from Forward reaction prediction with 1.9M reactions from USPTO patents (1976-2016). The task is: Predict the product of the given reaction. The product is: [CH:11]1[CH:12]=[CH:13][C:14]2[N:15]([C:16]([NH2:18])=[O:17])[C:4]3[CH:3]=[CH:2][CH:1]=[CH:6][C:5]=3[CH:7]=[CH:8][C:9]=2[CH:10]=1.[CH:23]1[C:24]([CH:25]=[O:26])=[CH:19][CH:20]=[C:21]([CH:27]=[O:28])[CH:22]=1. Given the reactants [CH:1]1[CH:2]=[CH:3][C:4]2[N:15]([C:16]([NH2:18])=[O:17])[C:14]3[CH:13]=[CH:12][CH:11]=[CH:10][C:9]=3[CH:8]=[CH:7][C:5]=2[CH:6]=1.[CH:19]1[C:24]([CH:25]=[O:26])=[CH:23][CH:22]=[C:21]([CH:27]=[O:28])[CH:20]=1, predict the reaction product.